Dataset: Peptide-MHC class I binding affinity with 185,985 pairs from IEDB/IMGT. Task: Regression. Given a peptide amino acid sequence and an MHC pseudo amino acid sequence, predict their binding affinity value. This is MHC class I binding data. (1) The peptide sequence is QAVPGAAQY. The MHC is HLA-A02:02 with pseudo-sequence HLA-A02:02. The binding affinity (normalized) is 0.202. (2) The peptide sequence is FFQEVPHVI. The MHC is HLA-A24:02 with pseudo-sequence HLA-A24:02. The binding affinity (normalized) is 0.393. (3) The peptide sequence is KSYCQPLPE. The MHC is HLA-B57:01 with pseudo-sequence HLA-B57:01. The binding affinity (normalized) is 0.0847.